Dataset: Catalyst prediction with 721,799 reactions and 888 catalyst types from USPTO. Task: Predict which catalyst facilitates the given reaction. (1) Reactant: [C:1]([O:4][C:5]1[CH:13]=[C:12]([F:14])[CH:11]=[CH:10][C:6]=1[C:7](O)=[O:8])(=[O:3])[CH3:2].N1C=CC=CC=1.C(Cl)(=O)C([Cl:24])=O. Product: [C:1]([O:4][C:5]1[CH:13]=[C:12]([F:14])[CH:11]=[CH:10][C:6]=1[C:7]([Cl:24])=[O:8])(=[O:3])[CH3:2]. The catalyst class is: 139. (2) Reactant: [CH:1]1[C:10]2[C:5](=[CH:6][CH:7]=[CH:8][CH:9]=2)[CH:4]=[CH:3][C:2]=1[CH2:11][OH:12].[C:13](Cl)([Cl:15])=[O:14]. Product: [C:13]([Cl:15])(=[O:14])[O:12][CH2:11][C:2]1[CH:3]=[CH:4][C:5]2[C:10](=[CH:9][CH:8]=[CH:7][CH:6]=2)[CH:1]=1. The catalyst class is: 1. (3) Reactant: [Cl:1][C:2]1[N:7]=[CH:6][C:5]([C:8]([C:16]2[CH:17]=[C:18]3[C:23](=[CH:24][CH:25]=2)[N:22]=[C:21]([O:26]C)[CH:20]=[C:19]3[C:28]2[CH:33]=[CH:32][CH:31]=[C:30]([O:34][CH2:35][CH3:36])[CH:29]=2)([C:10]2[N:11]([CH3:15])[CH:12]=[N:13][CH:14]=2)[OH:9])=[CH:4][CH:3]=1.Cl. Product: [Cl:1][C:2]1[N:7]=[CH:6][C:5]([C:8]([OH:9])([C:10]2[N:11]([CH3:15])[CH:12]=[N:13][CH:14]=2)[C:16]2[CH:17]=[C:18]3[C:23](=[CH:24][CH:25]=2)[NH:22][C:21](=[O:26])[CH:20]=[C:19]3[C:28]2[CH:33]=[CH:32][CH:31]=[C:30]([O:34][CH2:35][CH3:36])[CH:29]=2)=[CH:4][CH:3]=1. The catalyst class is: 1. (4) Reactant: [S:1]1[CH:5]=[CH:4][C:3]2[C:6]([OH:10])=[CH:7][CH:8]=[CH:9][C:2]1=2.[CH2:11](O)[CH:12]([CH3:14])[CH3:13].C1(P(C2C=CC=CC=2)C2C=CC=CC=2)C=CC=CC=1.CCOC(/N=N/C(OCC)=O)=O. Product: [CH2:11]([O:10][C:6]1[C:3]2[CH:4]=[CH:5][S:1][C:2]=2[CH:9]=[CH:8][CH:7]=1)[CH:12]([CH3:14])[CH3:13]. The catalyst class is: 11. (5) Reactant: [NH2:1][CH2:2][C:3]1[CH:9]=[CH:8][C:7]([Br:10])=[CH:6][C:4]=1[NH2:5].C1N=CN([C:16](N2C=NC=C2)=[O:17])C=1. Product: [Br:10][C:7]1[CH:6]=[C:4]2[C:3]([CH2:2][NH:1][C:16](=[O:17])[NH:5]2)=[CH:9][CH:8]=1. The catalyst class is: 1. (6) Product: [CH3:6][NH:8][CH2:9][CH2:10][CH2:11][CH2:12][CH2:13][O:14][CH2:15][C:16]([O:18][CH2:19][CH3:20])=[O:17]. Reactant: C(O[C:6]([N:8](C)[CH2:9][CH2:10][CH2:11][CH2:12][CH2:13][O:14][CH2:15][C:16]([O:18][CH2:19][CH3:20])=[O:17])=O)(C)(C)C.FC(F)(F)C(O)=O. The catalyst class is: 4. (7) Reactant: [F:1][C:2]1[CH:7]=[C:6]([N+:8]([O-])=O)[CH:5]=[CH:4][C:3]=1[OH:11]. Product: [NH2:8][C:6]1[CH:5]=[CH:4][C:3]([OH:11])=[C:2]([F:1])[CH:7]=1. The catalyst class is: 314. (8) Reactant: [C:1]([O:5][C:6](=[O:15])[NH:7][CH2:8][CH2:9][CH2:10][NH:11][C:12]([NH2:14])=[S:13])([CH3:4])([CH3:3])[CH3:2].IC.[C:18](=O)(O)[O-]. Product: [NH:14]=[C:12]([NH:11][CH2:10][CH2:9][CH2:8][NH:7][C:6](=[O:15])[O:5][C:1]([CH3:4])([CH3:2])[CH3:3])[S:13][CH3:18].[CH3:18][NH:14][C:12](=[S:13])[NH:11][CH2:10][CH2:9][CH2:8][NH:7][C:6](=[O:15])[O:5][C:1]([CH3:4])([CH3:2])[CH3:3]. The catalyst class is: 5.